From a dataset of Peptide-MHC class II binding affinity with 134,281 pairs from IEDB. Regression. Given a peptide amino acid sequence and an MHC pseudo amino acid sequence, predict their binding affinity value. This is MHC class II binding data. (1) The peptide sequence is MSLFEVDQTKIQYVI. The MHC is DRB1_1501 with pseudo-sequence DRB1_1501. The binding affinity (normalized) is 0.0410. (2) The peptide sequence is AFILDGDNLFPLV. The MHC is DRB1_0401 with pseudo-sequence DRB1_0401. The binding affinity (normalized) is 0.782. (3) The peptide sequence is LSGSQEVEFIGYGKA. The MHC is HLA-DQA10102-DQB10501 with pseudo-sequence HLA-DQA10102-DQB10501. The binding affinity (normalized) is 0.506. (4) The peptide sequence is GELQIVDKLDAAFKI. The MHC is DRB1_1201 with pseudo-sequence DRB1_1201. The binding affinity (normalized) is 0.676. (5) The peptide sequence is KKPLRPRWCDERVSS. The MHC is HLA-DQA10201-DQB10303 with pseudo-sequence HLA-DQA10201-DQB10303. The binding affinity (normalized) is 0.